From a dataset of Peptide-MHC class I binding affinity with 185,985 pairs from IEDB/IMGT. Regression. Given a peptide amino acid sequence and an MHC pseudo amino acid sequence, predict their binding affinity value. This is MHC class I binding data. (1) The peptide sequence is VVMHINSPFK. The MHC is HLA-A68:01 with pseudo-sequence HLA-A68:01. The binding affinity (normalized) is 0.665. (2) The peptide sequence is GSFKEYVFW. The MHC is HLA-A31:01 with pseudo-sequence HLA-A31:01. The binding affinity (normalized) is 0.0847.